Dataset: Full USPTO retrosynthesis dataset with 1.9M reactions from patents (1976-2016). Task: Predict the reactants needed to synthesize the given product. (1) Given the product [CH2:1]([O:3][C:4]([CH:6]1[CH2:7][CH2:8][N:9]([C:12]2[CH:17]=[C:16]([C:18]([OH:33])([C:29]([F:30])([F:31])[F:32])[CH:19]([C:21]3[CH:26]=[CH:25][C:24]([O:27][CH2:35][CH3:36])=[CH:23][C:22]=3[Cl:28])[CH3:20])[CH:15]=[CH:14][N:13]=2)[CH2:10][CH2:11]1)=[O:5])[CH3:2], predict the reactants needed to synthesize it. The reactants are: [CH2:1]([O:3][C:4]([CH:6]1[CH2:11][CH2:10][N:9]([C:12]2[CH:17]=[C:16]([C:18]([OH:33])([C:29]([F:32])([F:31])[F:30])[CH:19]([C:21]3[CH:26]=[CH:25][C:24]([OH:27])=[CH:23][C:22]=3[Cl:28])[CH3:20])[CH:15]=[CH:14][N:13]=2)[CH2:8][CH2:7]1)=[O:5])[CH3:2].I[CH2:35][CH3:36].O. (2) The reactants are: [NH2:1][C:2]1[S:3][CH:4]=[C:5]([CH2:7][C:8]([OH:10])=O)[N:6]=1.[CH:11]1[CH:16]=[N:15][C:14]2N(O)N=N[C:13]=2C=1.C(Cl)CCl.N(CC)CC. Given the product [NH2:1][C:2]1[S:3][CH:4]=[C:5]([CH2:7][C:8]([N:15]([CH2:16][CH3:11])[CH2:14][CH3:13])=[O:10])[N:6]=1, predict the reactants needed to synthesize it.